This data is from Reaction yield outcomes from USPTO patents with 853,638 reactions. The task is: Predict the reaction yield, written as a fraction of the theoretical maximum amount of product (1.0 means a 100% yield; for example, 0.34 means a 34% yield). (1) The reactants are COC1C=C(OC)C=CC=1C[NH:6][C:7]1[CH:16]=[N:15][C:14]2[C:9](=[CH:10][CH:11]=[C:12]([CH3:17])[CH:13]=2)[N:8]=1.[C:24]([OH:30])([C:26]([F:29])([F:28])[F:27])=[O:25]. The catalyst is C(Cl)Cl. The product is [F:27][C:26]([F:29])([F:28])[C:24]([OH:30])=[O:25].[CH3:17][C:12]1[CH:13]=[C:14]2[C:9](=[CH:10][CH:11]=1)[N:8]=[C:7]([NH2:6])[CH:16]=[N:15]2. The yield is 0.860. (2) The reactants are ClC(Cl)(Cl)C([C:5]1[N:9]2[C:10]([CH2:14][N:15]([C:27](OC(C)(C)C)=[O:28])[CH2:16][CH2:17][CH2:18][NH:19][S:20]([C:23]([F:26])([F:25])[F:24])(=[O:22])=[O:21])=[CH:11][CH:12]=[CH:13][C:8]2=[N:7][CH:6]=1)=O.I[Si](C)(C)C.C(=O)([O-])O.[Na+].C(OCC)(=O)C. The catalyst is C(Cl)(Cl)Cl. The product is [F:25][C:23]([F:24])([F:26])[S:20]([NH:19][CH2:18][CH2:17][CH2:16][N:15]1[CH2:14][C:10]2[N:9]3[C:5](=[CH:6][N:7]=[C:8]3[CH:13]=[CH:12][CH:11]=2)[C:27]1=[O:28])(=[O:21])=[O:22]. The yield is 0.548. (3) The reactants are [Cl:1][C:2]1[C:6]([N:7]([CH2:13][C:14]#[CH:15])[C:8](=[O:12])[CH2:9][NH:10][CH3:11])=[CH:5][N:4]([C:16]2[CH:17]=[N:18][CH:19]=[CH:20][CH:21]=2)[N:3]=1.[CH3:22][S:23](Cl)(=[O:25])=[O:24].C(N(C(C)C)CC)(C)C.C([O-])(O)=O.[Na+]. The catalyst is C(Cl)Cl. The product is [Cl:1][C:2]1[C:6]([N:7]([CH2:13][C:14]#[CH:15])[C:8](=[O:12])[CH2:9][N:10]([CH3:11])[S:23]([CH3:22])(=[O:25])=[O:24])=[CH:5][N:4]([C:16]2[CH:17]=[N:18][CH:19]=[CH:20][CH:21]=2)[N:3]=1. The yield is 0.720. (4) The product is [Cl:21][C:7]1[CH:8]=[C:9]2[C:4]([C:1]([OH:3])=[CH:2][C:11]([C:13]3[S:14][CH:15]=[C:16]([CH:18]([CH3:20])[CH3:19])[N:17]=3)=[N:10]2)=[CH:5][C:6]=1[O:22][CH3:23]. The reactants are [C:1]([C:4]1[C:9]([NH:10][C:11]([C:13]2[S:14][CH:15]=[C:16]([CH:18]([CH3:20])[CH3:19])[N:17]=2)=O)=[CH:8][C:7]([Cl:21])=[C:6]([O:22][CH3:23])[CH:5]=1)(=[O:3])[CH3:2].C(C1N=C(C2C=C(O)C3C(=CC(OC)=CC=3)N=2)SC=1)(C)C. The yield is 0.700. No catalyst specified.